This data is from Forward reaction prediction with 1.9M reactions from USPTO patents (1976-2016). The task is: Predict the product of the given reaction. (1) Given the reactants [N+:1]([C:4]1[CH:18]=[CH:17][C:7]([CH2:8]P(=O)(OCC)OCC)=[CH:6][CH:5]=1)([O-:3])=[O:2].[Cl:19][C:20]1[CH:21]=[C:22]([CH:25]=[CH:26][CH:27]=1)[CH:23]=O, predict the reaction product. The product is: [Cl:19][C:20]1[CH:27]=[CH:26][CH:25]=[C:22](/[CH:23]=[CH:8]/[C:7]2[CH:6]=[CH:5][C:4]([N+:1]([O-:3])=[O:2])=[CH:18][CH:17]=2)[CH:21]=1. (2) Given the reactants [OH:1][C@H:2]1[CH2:6][N:5]([C:7](=[O:15])[CH2:8][C:9]2[O:13][N:12]=[C:11]([CH3:14])[CH:10]=2)[C@H:4]([C:16]([OH:18])=O)[CH2:3]1.[O:19]1[CH:24]([CH2:25][NH2:26])[CH2:23][NH:22][C:21]2[CH:27]=[CH:28][CH:29]=[CH:30][C:20]1=2.CCN(C(C)C)C(C)C.CN(C(ON1N=NC2C=CC=NC1=2)=[N+](C)C)C.F[P-](F)(F)(F)(F)F, predict the reaction product. The product is: [O:19]1[CH:24]([CH2:25][NH:26][C:16]([C@@H:4]2[CH2:3][C@@H:2]([OH:1])[CH2:6][N:5]2[C:7](=[O:15])[CH2:8][C:9]2[O:13][N:12]=[C:11]([CH3:14])[CH:10]=2)=[O:18])[CH2:23][NH:22][C:21]2[CH:27]=[CH:28][CH:29]=[CH:30][C:20]1=2.